This data is from Catalyst prediction with 721,799 reactions and 888 catalyst types from USPTO. The task is: Predict which catalyst facilitates the given reaction. (1) Reactant: [N:1]([CH:4]([C:6]1[C:15]([C:16]2[CH:21]=[CH:20][CH:19]=[C:18]([F:22])[CH:17]=2)=[C:14]2[C:9]([CH:10]=[CH:11][N:12]=[CH:13]2)=[C:8]([Cl:23])[CH:7]=1)[CH3:5])=[N+]=[N-].CP(C)C. Product: [Cl:23][C:8]1[CH:7]=[C:6]([CH:4]([NH2:1])[CH3:5])[C:15]([C:16]2[CH:21]=[CH:20][CH:19]=[C:18]([F:22])[CH:17]=2)=[C:14]2[C:9]=1[CH:10]=[CH:11][N:12]=[CH:13]2. The catalyst class is: 30. (2) Reactant: [CH3:1][O:2][C:3]([C:5]1[CH:6]=[C:7]([C:13]2[CH:18]=[CH:17][CH:16]=[C:15]([C:19]([F:22])([F:21])[F:20])[CH:14]=2)[C:8](C=O)=[CH:9][CH:10]=1)=[O:4].[C:23](O)(=O)[CH2:24][C:25]([OH:27])=[O:26].N1CCCCC1. Product: [CH3:1][O:2][C:3]([C:5]1[CH:6]=[C:7]([C:13]2[CH:18]=[CH:17][CH:16]=[C:15]([C:19]([F:22])([F:21])[F:20])[CH:14]=2)[C:8]([CH:23]=[CH:24][C:25]([OH:27])=[O:26])=[CH:9][CH:10]=1)=[O:4]. The catalyst class is: 17. (3) Product: [C:66]([O:69][C:70]([N:72]1[CH2:77][CH2:76][CH:75]([NH:78][C:27](=[O:28])[C:26]2[CH:30]=[CH:31][C:23]([NH:22][C:20]3[N:19]=[CH:18][C:9]4[N:10]([CH3:17])[C:11](=[O:16])[C:12]([F:14])([F:15])[CH2:13][N:7]([CH:1]5[CH2:2][CH2:3][CH2:4][CH2:5][CH2:6]5)[C:8]=4[N:21]=3)=[C:24]([O:32][CH3:33])[CH:25]=2)[CH2:74][CH2:73]1)=[O:71])([CH3:68])([CH3:65])[CH3:67]. The catalyst class is: 120. Reactant: [CH:1]1([N:7]2[CH2:13][C:12]([F:15])([F:14])[C:11](=[O:16])[N:10]([CH3:17])[C:9]3[CH:18]=[N:19][C:20]([NH:22][C:23]4[CH:31]=[CH:30][C:26]([C:27](O)=[O:28])=[CH:25][C:24]=4[O:32][CH3:33])=[N:21][C:8]2=3)[CH2:6][CH2:5][CH2:4][CH2:3][CH2:2]1.C(N(CC)CC)C.F[P-](F)(F)(F)(F)F.CN(C(N(C)C)=[N+]1C2C(=NC=CC=2)[N+]([O-])=N1)C.[CH3:65][C:66]([O:69][C:70]([N:72]1[CH2:77][CH2:76][CH:75]([NH2:78])[CH2:74][CH2:73]1)=[O:71])([CH3:68])[CH3:67]. (4) Reactant: [CH3:1][S:2]([CH2:5][CH2:6][NH2:7])(=[O:4])=[O:3].Cl[C:9]1[N:14]=[C:13]([C:15]2[S:19][C:18]([CH:20]([CH3:22])[CH3:21])=[N:17][C:16]=2[C:23]2[CH:24]=[CH:25][C:26]([F:41])=[C:27]([NH:29][S:30]([C:33]3[CH:38]=[CH:37][C:36]([F:39])=[CH:35][C:34]=3[F:40])(=[O:32])=[O:31])[CH:28]=2)[CH:12]=[CH:11][N:10]=1. Product: [F:40][C:34]1[CH:35]=[C:36]([F:39])[CH:37]=[CH:38][C:33]=1[S:30]([NH:29][C:27]1[CH:28]=[C:23]([C:16]2[N:17]=[C:18]([CH:20]([CH3:21])[CH3:22])[S:19][C:15]=2[C:13]2[CH:12]=[CH:11][N:10]=[C:9]([NH:7][CH2:6][CH2:5][S:2]([CH3:1])(=[O:4])=[O:3])[N:14]=2)[CH:24]=[CH:25][C:26]=1[F:41])(=[O:32])=[O:31]. The catalyst class is: 32. (5) Reactant: Cl.[CH3:2][O:3][C:4](=[O:10])[CH2:5][CH2:6][CH2:7][NH:8][CH3:9].[C:11]([Si:15]([CH3:23])([CH3:22])[O:16][CH2:17][CH2:18][CH2:19][CH:20]=O)([CH3:14])([CH3:13])[CH3:12].[BH-](OC(C)=O)(OC(C)=O)OC(C)=O.[Na+].CC(O)=O. Product: [CH3:2][O:3][C:4](=[O:10])[CH2:5][CH2:6][CH2:7][N:8]([CH2:20][CH2:19][CH2:18][CH2:17][O:16][Si:15]([C:11]([CH3:12])([CH3:14])[CH3:13])([CH3:22])[CH3:23])[CH3:9]. The catalyst class is: 26.